Dataset: Reaction yield outcomes from USPTO patents with 853,638 reactions. Task: Predict the reaction yield, written as a fraction of the theoretical maximum amount of product (1.0 means a 100% yield; for example, 0.34 means a 34% yield). (1) The reactants are CO[N:3]=[C:4]1[CH2:9][C@@H:8]([C:10]2[CH:15]=[CH:14][CH:13]=[CH:12][CH:11]=2)[O:7][C@@H:6](C2C=C(C=CC=2)C(OC)=O)[CH2:5]1.CO.[H][H].N[C@@H]1C[C@@H](C2C=CC=CC=2)O[C@@H]([C:43]2[CH:44]=[C:45]([CH:50]=[CH:51][CH:52]=2)[C:46]([O:48][CH3:49])=[O:47])C1.N[C@H]1C[C@@H](C2C=CC=CC=2)O[C@@H](C2C=C(C=CC=2)C(OC)=O)C1.[F:76][C:77]1([F:92])[O:81][C:80]2[CH:82]=[CH:83][C:84]([C:86]3([C:89](O)=[O:90])[CH2:88][CH2:87]3)=[CH:85][C:79]=2[O:78]1.F[P-](F)(F)(F)(F)F.CN(C(N(C)C)=[N+]1C2C(=NC=CC=2)[N+]([O-])=N1)C.C(N(C(C)C)C(C)C)C. The catalyst is CN(C)C=O.[Ni].O. The product is [F:92][C:77]1([F:76])[O:81][C:80]2[CH:82]=[CH:83][C:84]([C:86]3([C:89]([NH:3][C@@H:4]4[CH2:9][C@@H:8]([C:10]5[CH:15]=[CH:14][CH:13]=[CH:12][CH:11]=5)[O:7][C@@H:6]([C:51]5[CH:50]=[C:45]([CH:44]=[CH:43][CH:52]=5)[C:46]([O:48][CH3:49])=[O:47])[CH2:5]4)=[O:90])[CH2:87][CH2:88]3)=[CH:85][C:79]=2[O:78]1. The yield is 0.472. (2) The reactants are [CH:1]([C:4]1[NH:5][C:6]2[CH:12]=[C:11]([NH2:13])[CH:10]=[CH:9][C:7]=2[N:8]=1)([CH3:3])[CH3:2].[Br:14]Br. No catalyst specified. The product is [CH:1]([C:4]1[NH:5][C:6]2[C:12]([Br:14])=[C:11]([NH2:13])[CH:10]=[CH:9][C:7]=2[N:8]=1)([CH3:3])[CH3:2]. The yield is 0.950. (3) No catalyst specified. The yield is 0.440. The product is [NH2:8][C:9]1[CH:18]=[C:17]2[C:12]([CH:13]=[C:14]([C:22]3[C:23]([Br:39])=[CH:24][C:25]([F:38])=[C:26]([NH:28][C:29]([NH:31][C:32]4[CH:33]=[CH:34][CH:35]=[CH:36][CH:37]=4)=[O:30])[CH:27]=3)[C:15](=[O:21])[N:16]2[CH2:19][CH3:20])=[CH:11][N:10]=1. The reactants are COC1C=CC(C[NH:8][C:9]2[CH:18]=[C:17]3[C:12]([CH:13]=[C:14]([C:22]4[C:23]([Br:39])=[CH:24][C:25]([F:38])=[C:26]([NH:28][C:29]([NH:31][C:32]5[CH:37]=[CH:36][CH:35]=[CH:34][CH:33]=5)=[O:30])[CH:27]=4)[C:15](=[O:21])[N:16]3[CH2:19][CH3:20])=[CH:11][N:10]=2)=CC=1.C(O)(C(F)(F)F)=O. (4) The reactants are [N+:1]([C:4]1[CH:9]=[CH:8][CH:7]=[CH:6][C:5]=1[S:10](Cl)(=[O:12])=[O:11])([O-:3])=[O:2].[CH2:14]([NH2:16])[CH3:15].C([O-])([O-])=O.[Na+].[Na+].O. The catalyst is C(OCC)(=O)C.C(Cl)Cl. The product is [CH2:14]([NH:16][S:10]([C:5]1[CH:6]=[CH:7][CH:8]=[CH:9][C:4]=1[N+:1]([O-:3])=[O:2])(=[O:12])=[O:11])[CH3:15]. The yield is 0.920. (5) The catalyst is CO. The product is [C:1]([O:5][C:6]([NH:8][C@@H:9]([CH2:14][C:15]1[CH:20]=[CH:19][CH:18]=[CH:17][CH:16]=1)[C@@H:10]1[O:13][CH2:11]1)=[O:7])([CH3:4])([CH3:3])[CH3:2]. The yield is 0.850. The reactants are [C:1]([O:5][C:6]([NH:8][C@@H:9]([CH2:14][C:15]1[CH:20]=[CH:19][CH:18]=[CH:17][CH:16]=1)[C@H:10]([OH:13])[CH2:11]Cl)=[O:7])([CH3:4])([CH3:3])[CH3:2].C(=O)([O-])[O-].[K+].[K+].